From a dataset of Experimentally validated miRNA-target interactions with 360,000+ pairs, plus equal number of negative samples. Binary Classification. Given a miRNA mature sequence and a target amino acid sequence, predict their likelihood of interaction. (1) The miRNA is mmu-miR-687 with sequence CUAUCCUGGAAUGCAGCAAUGA. The protein sequence of the target gene is MSAAEAGGVFHRARGRTLAAFPAEKESEWKGPFYFILGADPQFGLIKAWSTGDCDNGGDEWEQEIRLTEQAVQAINKLNPKPKFFVLCGDLIHAMPGKPWRTEQTEDLKRVLRAVDRAIPLVLVSGNHDIGNTPTAETVEEFCRTWGDDYFSFWVGGVLFLVLNSQFYENPSKCPSLKQAQDQWLDEQLSIARQRHCQHAIVFQHIPLFLESIDEDDDYYFNLSKSTRKKLADKFIHAGVKVVFSGHYHRNAGGTYQNLDMVVSSAIGCQLGRDPHGLRVVVVTAEKIVHRYYSLDELSE.... Result: 0 (no interaction). (2) The miRNA is hsa-miR-525-5p with sequence CUCCAGAGGGAUGCACUUUCU. The protein sequence of the target gene is MLEGKMADINFKEVTLIVSVVAACYWNSLFCGFVFDDVSAILDNKDLHPSTPLKTLFQNDFWGTPMSEERSHKSYRPLTVLTFRLNYLLSELKPMSYHLLNTVFHAVVSVIFLKVCRLFLDKRSSMIAALLFAVHPIHTEAVTGVVGRAELLSSVFFLAAFLSYTKSKGPDNSIVWTPIVLTVFLVAVATLCKEQGITVVGICCVYEVFVAQGYTLPMLCTVAGQFLRGKGSIPLSMLQTLVKLIVLMLSTLLLVVVRVQVIQSQLPVFTRFDNPAAVSPTPTRQLTFNYLLPVNAWLLL.... Result: 0 (no interaction). (3) The miRNA is hsa-miR-1915-3p with sequence CCCCAGGGCGACGCGGCGGG. The protein sequence of the target gene is MVSQSTVRQDSPVEPWEGISDHSGIIDGSPRLLNTDHPPCQLDIRLMRHKAVWINPQDVQQQPQDLQSQVPAAGNSGTHFVTDAASPSGPSPSCLGDSLAETTLSEDTTDSVGSASPHGSSEKSSSFSLSSTEVHMVRPGYSHRVSLPTSPGILATSPYPETDSAFFEPSHLTSAADEGAVQVSRRTISSNSFSPEVFVLPVDVEKENAHFYVADMIISAMEKMKCNILSQQQTESWSKEVSGLLGSDQPDSEMTFDTNIKQESGSSTSSYSGYEGCAVLQVSPVTETRTYHDVKEICKC.... Result: 1 (interaction). (4) The miRNA is hsa-miR-3615 with sequence UCUCUCGGCUCCUCGCGGCUC. The protein sequence of the target gene is MAVLLAAVLASSLYLQVAADFDGRWPRQIVSSIGLCRYGGRIDCCWGWARQSWGQCQPVCQPQCKHGECVGPNKCKCHPGFAGKTCNQDLNECGLKPRPCKHRCMNTFGSYKCYCLNGYMLLPDGSCSSALSCSMANCQYGCDVVKGQVRCQCPSPGLQLAPDGRTCVDIDECATGRVSCPRFRQCVNTFGSYICKCHTGFDLMYIGGKYQCHDIDECSLGQHQCSSYARCYNIHGSYKCQCRDGYEGDGLNCVYIPKVMIEPSGPIHMPERNGTISKGDGGHANRIPDAGSTRWPLKTP.... Result: 0 (no interaction). (5) The miRNA is hsa-miR-92a-1-5p with sequence AGGUUGGGAUCGGUUGCAAUGCU. Result: 0 (no interaction). The protein sequence of the target gene is MDLTVTHITHKETYKEPRDDDDDKQVVAEIMARSFIPTLITTIPWEGFHFAGHEIQITEGKDCYGAFVWPSALVLCYFLETHAKQYNMVDKNVIEIGAGTGLVSIVASLLGARVIATDLPELLGNLQYNISRNTKMKCKHLPQVKELSWGVALDRNFPRSSNNFDYILAADVVYAHPFLEELLMTFDHLCKETTIILWAMRFRLEKENKFVDKFKELFDLEEISSFPSLNIKLYKAMKKNRRSA.